This data is from NCI-60 drug combinations with 297,098 pairs across 59 cell lines. The task is: Regression. Given two drug SMILES strings and cell line genomic features, predict the synergy score measuring deviation from expected non-interaction effect. (1) Drug 1: CC1=C2C(C(=O)C3(C(CC4C(C3C(C(C2(C)C)(CC1OC(=O)C(C(C5=CC=CC=C5)NC(=O)OC(C)(C)C)O)O)OC(=O)C6=CC=CC=C6)(CO4)OC(=O)C)OC)C)OC. Drug 2: CN(C)N=NC1=C(NC=N1)C(=O)N. Cell line: NCIH23. Synergy scores: CSS=19.4, Synergy_ZIP=-13.0, Synergy_Bliss=-13.1, Synergy_Loewe=-43.0, Synergy_HSA=-12.3. (2) Drug 1: C1C(C(OC1N2C=NC3=C(N=C(N=C32)Cl)N)CO)O. Drug 2: CCC1(CC2CC(C3=C(CCN(C2)C1)C4=CC=CC=C4N3)(C5=C(C=C6C(=C5)C78CCN9C7C(C=CC9)(C(C(C8N6C)(C(=O)OC)O)OC(=O)C)CC)OC)C(=O)OC)O.OS(=O)(=O)O. Cell line: COLO 205. Synergy scores: CSS=43.7, Synergy_ZIP=-3.86, Synergy_Bliss=-8.59, Synergy_Loewe=-9.70, Synergy_HSA=-7.41. (3) Drug 1: CCCS(=O)(=O)NC1=C(C(=C(C=C1)F)C(=O)C2=CNC3=C2C=C(C=N3)C4=CC=C(C=C4)Cl)F. Drug 2: C1CN1P(=S)(N2CC2)N3CC3. Cell line: HL-60(TB). Synergy scores: CSS=58.1, Synergy_ZIP=6.14, Synergy_Bliss=5.96, Synergy_Loewe=-8.39, Synergy_HSA=-0.733. (4) Drug 1: C1=NC2=C(N1)C(=S)N=CN2. Drug 2: CCCCCOC(=O)NC1=NC(=O)N(C=C1F)C2C(C(C(O2)C)O)O. Cell line: KM12. Synergy scores: CSS=4.33, Synergy_ZIP=1.64, Synergy_Bliss=6.16, Synergy_Loewe=-5.93, Synergy_HSA=1.77.